This data is from Reaction yield outcomes from USPTO patents with 853,638 reactions. The task is: Predict the reaction yield, written as a fraction of the theoretical maximum amount of product (1.0 means a 100% yield; for example, 0.34 means a 34% yield). (1) The reactants are [F:1][CH:2]([F:12])[C:3]([C:5]1[CH:10]=[CH:9][CH:8]=[CH:7][C:6]=1[F:11])=O.[CH3:13][C:14]([S@@:17]([NH2:19])=[O:18])([CH3:16])[CH3:15]. The catalyst is C1COCC1.[Cl-].[Na+].O.CCOC(C)=O.[O-]CC.[Ti+4].[O-]CC.[O-]CC.[O-]CC. The product is [F:1][CH:2]([F:12])/[C:3](=[N:19]\[S@:17]([C:14]([CH3:16])([CH3:15])[CH3:13])=[O:18])/[C:5]1[CH:10]=[CH:9][CH:8]=[CH:7][C:6]=1[F:11]. The yield is 0.649. (2) The reactants are [F:1][C:2]1([F:32])[CH2:6][NH:5][C@H:4]([CH2:7][N:8]2[C:12]3=[N:13][CH:14]=[N:15][C:16]([NH2:17])=[C:11]3[C:10]([C:18]3[CH:23]=[CH:22][C:21]([O:24][C:25]4[CH:30]=[CH:29][CH:28]=[CH:27][CH:26]=4)=[CH:20][C:19]=3[F:31])=[N:9]2)[CH2:3]1.[C:33]([CH2:35][C:36](O)=[O:37])#[N:34].CN(C(ON1N=NC2C=CC=NC1=2)=[N+](C)C)C.F[P-](F)(F)(F)(F)F. The catalyst is ClCCl. The product is [NH2:17][C:16]1[N:15]=[CH:14][N:13]=[C:12]2[N:8]([CH2:7][C@@H:4]3[CH2:3][C:2]([F:1])([F:32])[CH2:6][N:5]3[C:36](=[O:37])[CH2:35][C:33]#[N:34])[N:9]=[C:10]([C:18]3[CH:23]=[CH:22][C:21]([O:24][C:25]4[CH:30]=[CH:29][CH:28]=[CH:27][CH:26]=4)=[CH:20][C:19]=3[F:31])[C:11]=12. The yield is 0.770. (3) The reactants are [Cl:1][C:2]1[CH:7]=[CH:6][C:5]([CH:8](O)[C:9]2[C:17]3[C:16](=[O:18])[N:15]([CH2:19][CH2:20][CH2:21]OC4CCCCO4)[C:14](=[O:29])[N:13]([CH3:30])[C:12]=3[S:11][C:10]=2[O:31][C:32]2[CH:37]=[CH:36][CH:35]=[C:34]([O:38][C:39]([F:42])([F:41])[F:40])[CH:33]=2)=[CH:4][CH:3]=1.C([SiH](CC)CC)C.[C:51]([OH:57])([C:53]([F:56])([F:55])[F:54])=[O:52]. The catalyst is C(Cl)Cl.O. The product is [Cl:1][C:2]1[CH:3]=[CH:4][C:5]([CH2:8][C:9]2[C:17]3[C:16](=[O:18])[N:15]([CH2:19][CH2:20][CH2:21][O:52][C:51](=[O:57])[C:53]([F:56])([F:55])[F:54])[C:14](=[O:29])[N:13]([CH3:30])[C:12]=3[S:11][C:10]=2[O:31][C:32]2[CH:37]=[CH:36][CH:35]=[C:34]([O:38][C:39]([F:40])([F:41])[F:42])[CH:33]=2)=[CH:6][CH:7]=1. The yield is 0.839. (4) The reactants are [H-].[Al+3].[Li+].[H-].[H-].[H-].[NH:7]1[C:15]2[CH:14]=[CH:13][CH:12]=[C:11]([C:16]#[N:17])[C:10]=2[CH:9]=[CH:8]1.[OH-].[Na+]. The catalyst is O1CCCC1. The product is [NH:7]1[C:15]2[CH:14]=[CH:13][CH:12]=[C:11]([CH2:16][NH2:17])[C:10]=2[CH:9]=[CH:8]1. The yield is 0.800. (5) The reactants are [CH:1]1([O:7][C:8]2[CH:13]=[CH:12][C:11]([CH2:14][C:15](Cl)=[N:16][OH:17])=[CH:10][CH:9]=2)[CH2:6][CH2:5][CH2:4][CH2:3][CH2:2]1.[C:19]([C:21]1[C:22]([NH2:28])=[N:23][C:24]([NH2:27])=[CH:25][CH:26]=1)#[CH:20].C(N(CC)CC)C. The catalyst is O1CCCC1. The product is [CH:1]1([O:7][C:8]2[CH:13]=[CH:12][C:11]([CH2:14][C:15]3[CH:20]=[C:19]([C:21]4[C:22]([NH2:28])=[N:23][C:24]([NH2:27])=[CH:25][CH:26]=4)[O:17][N:16]=3)=[CH:10][CH:9]=2)[CH2:6][CH2:5][CH2:4][CH2:3][CH2:2]1. The yield is 0.410. (6) The reactants are [C:1]([N:9]([CH3:48])[C:10]1[CH:47]=[CH:46][C:13]2[N:14]([CH2:30][C@H:31]([O:38][Si](C(C)(C)C)(C)C)[C:32]3[CH:37]=[CH:36][CH:35]=[CH:34][CH:33]=3)[C:15]([NH:17][C:18]([C:20]3[S:21][C:22]([C:25]4[O:29][CH:28]=[N:27][CH:26]=4)=[CH:23][CH:24]=3)=[O:19])=[N:16][C:12]=2[CH:11]=1)(=[O:8])[C:2]1[CH:7]=[CH:6][CH:5]=[CH:4][CH:3]=1.CCCC[N+](CCCC)(CCCC)CCCC.[F-].[NH4+].[Cl-]. The catalyst is C1COCC1. The product is [C:1]([N:9]([CH3:48])[C:10]1[CH:47]=[CH:46][C:13]2[N:14]([CH2:30][C@H:31]([OH:38])[C:32]3[CH:37]=[CH:36][CH:35]=[CH:34][CH:33]=3)[C:15]([NH:17][C:18]([C:20]3[S:21][C:22]([C:25]4[O:29][CH:28]=[N:27][CH:26]=4)=[CH:23][CH:24]=3)=[O:19])=[N:16][C:12]=2[CH:11]=1)(=[O:8])[C:2]1[CH:3]=[CH:4][CH:5]=[CH:6][CH:7]=1. The yield is 0.620. (7) The reactants are [CH2:1]([CH2:3][NH2:4])[OH:2].[CH2:5]([S:7]([C:10]1[CH:11]=[C:12]([C:16]2[C:21]3[C:22]4[CH:28]=[C:27]([CH3:29])[CH:26]=[N:25][C:23]=4[NH:24][C:20]=3[C:19](NCCCN(C)C)=[N:18][CH:17]=2)[CH:13]=[CH:14][CH:15]=1)(=[O:9])=[O:8])[CH3:6]. No catalyst specified. The product is [CH2:5]([S:7]([C:10]1[CH:11]=[C:12]([C:16]2[C:21]3[C:22]4[CH:28]=[C:27]([CH3:29])[CH:26]=[N:25][C:23]=4[NH:24][C:20]=3[C:19]([NH:4][CH2:3][CH2:1][OH:2])=[N:18][CH:17]=2)[CH:13]=[CH:14][CH:15]=1)(=[O:8])=[O:9])[CH3:6]. The yield is 0.880. (8) The reactants are C([O-])([O-])=O.[K+].[K+].CC1CCCO1.[CH2:13]([NH:16][C:17]([C@@H:19]1[C:23]([CH3:25])([CH3:24])[S:22][CH2:21][N:20]1[C:26](=[O:51])[C@@H:27]([OH:50])[C@@H:28]([NH:36][C:37]([C:39]1[C:40]([CH3:49])=[C:41]([O:45]C(=O)C)[CH:42]=[CH:43][CH:44]=1)=[O:38])[CH2:29][C:30]1[CH:35]=[CH:34][CH:33]=[CH:32][CH:31]=1)=[O:18])[CH:14]=[CH2:15]. The catalyst is CO. The product is [CH2:13]([NH:16][C:17]([C@@H:19]1[C:23]([CH3:25])([CH3:24])[S:22][CH2:21][N:20]1[C:26](=[O:51])[C@@H:27]([OH:50])[C@@H:28]([NH:36][C:37](=[O:38])[C:39]1[CH:44]=[CH:43][CH:42]=[C:41]([OH:45])[C:40]=1[CH3:49])[CH2:29][C:30]1[CH:35]=[CH:34][CH:33]=[CH:32][CH:31]=1)=[O:18])[CH:14]=[CH2:15]. The yield is 0.540. (9) The reactants are CC(C)([O-])C.[Na+].Br[C:8]1[C:9]([CH3:21])=[C:10]([CH3:20])[C:11]2[O:15][C:14]([CH3:17])([CH3:16])[C:13](=[O:18])[C:12]=2[CH:19]=1.[CH2:22]([NH2:29])[C:23]1[CH:28]=[CH:27][CH:26]=[CH:25][CH:24]=1.C1C=CC(P(C2C(C3C(P(C4C=CC=CC=4)C4C=CC=CC=4)=CC=C4C=3C=CC=C4)=C3C(C=CC=C3)=CC=2)C2C=CC=CC=2)=CC=1. The catalyst is C([O-])(=O)C.[Pd+2].C([O-])(=O)C.C(OCC)(=O)C.O.C1(C)C=CC=CC=1. The product is [CH2:22]([NH:29][C:8]1[C:9]([CH3:21])=[C:10]([CH3:20])[C:11]2[O:15][C:14]([CH3:17])([CH3:16])[C:13](=[O:18])[C:12]=2[CH:19]=1)[C:23]1[CH:28]=[CH:27][CH:26]=[CH:25][CH:24]=1. The yield is 0.670. (10) The reactants are [CH2:1]([C:5]1[CH:10]=[CH:9][C:8]([C:11]#[C:12][C:13]2[CH:33]=[CH:32][C:16]([CH2:17][NH:18][C:19]3[CH:31]=[CH:30][C:22]4[O:23][C:24]([CH3:29])([CH3:28])[O:25][C:26](=[O:27])[C:21]=4[CH:20]=3)=[CH:15][CH:14]=2)=[CH:7][CH:6]=1)[CH2:2][CH2:3][CH3:4].[C:34]([C:38]1[CH:45]=[CH:44][C:41]([CH:42]=O)=[CH:40][CH:39]=1)([CH3:37])([CH3:36])[CH3:35].C(O[BH-](OC(=O)C)OC(=O)C)(=O)C.[Na+]. The catalyst is ClCCCl. The product is [C:34]([C:38]1[CH:39]=[CH:40][C:41]([CH2:42][N:18]([CH2:17][C:16]2[CH:32]=[CH:33][C:13]([C:12]#[C:11][C:8]3[CH:7]=[CH:6][C:5]([CH2:1][CH2:2][CH2:3][CH3:4])=[CH:10][CH:9]=3)=[CH:14][CH:15]=2)[C:19]2[CH:31]=[CH:30][C:22]3[O:23][C:24]([CH3:29])([CH3:28])[O:25][C:26](=[O:27])[C:21]=3[CH:20]=2)=[CH:44][CH:45]=1)([CH3:37])([CH3:35])[CH3:36]. The yield is 0.310.